From a dataset of Peptide-MHC class I binding affinity with 185,985 pairs from IEDB/IMGT. Regression. Given a peptide amino acid sequence and an MHC pseudo amino acid sequence, predict their binding affinity value. This is MHC class I binding data. (1) The peptide sequence is DPPEPLVRI. The MHC is HLA-A02:16 with pseudo-sequence HLA-A02:16. The binding affinity (normalized) is 0.0847. (2) The peptide sequence is VMCGGSLYVK. The MHC is HLA-A33:01 with pseudo-sequence HLA-A33:01. The binding affinity (normalized) is 0.103.